Dataset: Forward reaction prediction with 1.9M reactions from USPTO patents (1976-2016). Task: Predict the product of the given reaction. Given the reactants [NH2:1][C@H:2]1[CH2:7][CH2:6][CH2:5][CH2:4][C@@H:3]1[CH2:8][C:9]#[N:10].C(N(CC)CC)C.[CH3:18][C:19]1([N:32]2[CH2:37][CH2:36][C:35](=O)[CH2:34][CH2:33]2)[CH2:24][CH2:23][N:22]([C:25]([O:27][C:28]([CH3:31])([CH3:30])[CH3:29])=[O:26])[CH2:21][CH2:20]1.C([BH3-])#N.[Na+], predict the reaction product. The product is: [C:9]([CH2:8][C@H:3]1[CH2:4][CH2:5][CH2:6][CH2:7][C@@H:2]1[NH:1][CH:35]1[CH2:34][CH2:33][N:32]([C:19]2([CH3:18])[CH2:20][CH2:21][N:22]([C:25]([O:27][C:28]([CH3:31])([CH3:30])[CH3:29])=[O:26])[CH2:23][CH2:24]2)[CH2:37][CH2:36]1)#[N:10].